This data is from Catalyst prediction with 721,799 reactions and 888 catalyst types from USPTO. The task is: Predict which catalyst facilitates the given reaction. (1) Reactant: [OH:1][C:2]1[CH:3]=[C:4]([CH:8]2[CH2:17][C:16]3[CH:15]=[C:14]([C:18]([O:20][CH3:21])=[O:19])[CH:13]=[CH:12][C:11]=3[CH2:10][CH2:9]2)[CH:5]=[CH:6][CH:7]=1.C(=O)([O-])[O-].[K+].[K+].Cl[CH2:29][CH2:30][N:31]([CH3:33])[CH3:32].Cl. Product: [CH3:32][N:31]([CH3:33])[CH2:30][CH2:29][O:1][C:2]1[CH:3]=[C:4]([CH:8]2[CH2:17][C:16]3[CH:15]=[C:14]([C:18]([O:20][CH3:21])=[O:19])[CH:13]=[CH:12][C:11]=3[CH2:10][CH2:9]2)[CH:5]=[CH:6][CH:7]=1. The catalyst class is: 21. (2) Reactant: CCN(C(C)C)C(C)C.[CH:10]1([CH:16]2[CH2:28][C:27]3[C:26]4[C:21](=[CH:22][CH:23]=[C:24]([C:29](O)=[O:30])[CH:25]=4)[NH:20][C:19]=3[CH2:18][CH2:17]2)[CH2:15][CH2:14][CH2:13][CH2:12][CH2:11]1.[CH3:32][CH:33]1[CH2:38][CH2:37][NH:36][CH2:35][CH2:34]1.CN(C(ON1N=NC2C=CC=NC1=2)=[N+](C)C)C.F[P-](F)(F)(F)(F)F. Product: [CH:10]1([CH:16]2[CH2:28][C:27]3[C:26]4[C:21](=[CH:22][CH:23]=[C:24]([C:29]([N:36]5[CH2:37][CH2:38][CH:33]([CH3:32])[CH2:34][CH2:35]5)=[O:30])[CH:25]=4)[NH:20][C:19]=3[CH2:18][CH2:17]2)[CH2:11][CH2:12][CH2:13][CH2:14][CH2:15]1. The catalyst class is: 3. (3) Reactant: [C:1]([C:5]1[N:6]=[C:7](Cl)[C:8]2[N:13]=[N:12][N:11]([CH2:14][C:15]3[CH:20]=[CH:19][CH:18]=[CH:17][C:16]=3[Cl:21])[C:9]=2[N:10]=1)([CH3:4])([CH3:3])[CH3:2].C(N(C(C)C)C(C)C)C.[NH:32]1[CH2:36][CH2:35][C@H:34]([OH:37])[CH2:33]1.C1(C)C=CC=CC=1. Product: [C:1]([C:5]1[N:6]=[C:7]([N:32]2[CH2:36][CH2:35][C@H:34]([OH:37])[CH2:33]2)[C:8]2[N:13]=[N:12][N:11]([CH2:14][C:15]3[CH:20]=[CH:19][CH:18]=[CH:17][C:16]=3[Cl:21])[C:9]=2[N:10]=1)([CH3:4])([CH3:3])[CH3:2]. The catalyst class is: 10. (4) Reactant: [Cl:1][C:2]1[CH:17]=[CH:16][C:5]([C:6]([NH:8][C:9]2[CH:10]=[N:11][C:12]([OH:15])=[CH:13][CH:14]=2)=[O:7])=[CH:4][CH:3]=1.C(NC1C=CC([O:33][C:34]([N:36]2[CH2:41][CH2:40][CH:39]([O:42][Si](C(C)(C)C)(C)C)[CH2:38][CH2:37]2)=O)=NC=1)(=O)C1C=CC=CC=1.C(N(CC)CC)C.CCCCCCC. Product: [Cl:1][C:2]1[CH:17]=[CH:16][C:5]([C:6]([NH:8][C:9]2[CH:14]=[CH:13][C:12]([O:15][C:34]([N:36]3[CH2:41][CH2:40][CH:39]([OH:42])[CH2:38][CH2:37]3)=[O:33])=[N:11][CH:10]=2)=[O:7])=[CH:4][CH:3]=1. The catalyst class is: 9. (5) Reactant: Br[C:2]1[CH:3]=[CH:4][C:5]([C:8]#[N:9])=[N:6][CH:7]=1.[N:10]1([C:16]([O:18][C:19]([CH3:22])([CH3:21])[CH3:20])=[O:17])[CH2:15][CH2:14][NH:13][CH2:12][CH2:11]1.C(=O)([O-])[O-].[K+].[K+].C(OCC)(=O)C. Product: [C:8]([C:5]1[N:6]=[CH:7][C:2]([N:13]2[CH2:12][CH2:11][N:10]([C:16]([O:18][C:19]([CH3:22])([CH3:21])[CH3:20])=[O:17])[CH2:15][CH2:14]2)=[CH:3][CH:4]=1)#[N:9]. The catalyst class is: 9. (6) Reactant: [F:1][C:2]1[C:11]([C:12](=[CH2:17])[C:13]([O:15][CH3:16])=[O:14])=[C:10]2[C:5]([CH:6]=[CH:7][C:8]([O:18][CH3:19])=[N:9]2)=[CH:4][CH:3]=1.[N:20]1([CH2:26][CH2:27][C:28]2[N:33]=[CH:32][C:31]3[O:34][CH2:35][CH2:36][O:37][C:30]=3[CH:29]=2)[CH2:25][CH2:24][NH:23][CH2:22][CH2:21]1.CN(C)C(=N)N(C)C. Product: [O:37]1[C:30]2[CH:29]=[C:28]([CH2:27][CH2:26][N:20]3[CH2:25][CH2:24][N:23]([CH2:17][CH:12]([C:11]4[C:2]([F:1])=[CH:3][CH:4]=[C:5]5[C:10]=4[N:9]=[C:8]([O:18][CH3:19])[CH:7]=[CH:6]5)[C:13]([O:15][CH3:16])=[O:14])[CH2:22][CH2:21]3)[N:33]=[CH:32][C:31]=2[O:34][CH2:35][CH2:36]1. The catalyst class is: 3. (7) Reactant: Br.Br[CH:3]([N:14]1[CH:18]=[N:17][CH:16]=[N:15]1)[C:4]([C:6]1[CH:7]=[C:8]([CH:11]=[CH:12][CH:13]=1)[C:9]#[N:10])=O.[NH2:19][C:20]([NH2:22])=[S:21]. Product: [NH2:22][C:20]1[S:21][C:3]([N:14]2[CH:18]=[N:17][CH:16]=[N:15]2)=[C:4]([C:6]2[CH:7]=[C:8]([CH:11]=[CH:12][CH:13]=2)[C:9]#[N:10])[N:19]=1. The catalyst class is: 361. (8) Reactant: C([Mg]Cl)(C)C.Br[C:7]1[CH:8]=[C:9]([C:13]#[C:14][C:15]2[CH:16]=[C:17]([CH:20]=[CH:21][CH:22]=2)[C:18]#[N:19])[CH:10]=[N:11][CH:12]=1.CN(C)[CH:25]=[O:26]. Product: [CH:25]([C:7]1[CH:8]=[C:9]([C:13]#[C:14][C:15]2[CH:16]=[C:17]([CH:20]=[CH:21][CH:22]=2)[C:18]#[N:19])[CH:10]=[N:11][CH:12]=1)=[O:26]. The catalyst class is: 54. (9) Reactant: Cl.[OH:2][C@@H:3]1[CH2:6][C@H:5]([C:7]2[CH:12]=[CH:11][C:10]([C:13]3[CH:18]=[CH:17][N:16]([CH2:19][CH2:20][C@@:21]([CH3:36])([S:32]([CH3:35])(=[O:34])=[O:33])[C:22]([NH:24][O:25]C4CCCCO4)=[O:23])[C:15](=[O:37])[CH:14]=3)=[CH:9][CH:8]=2)[CH2:4]1. Product: [OH:25][NH:24][C:22](=[O:23])[C@:21]([CH3:36])([S:32]([CH3:35])(=[O:34])=[O:33])[CH2:20][CH2:19][N:16]1[CH:17]=[CH:18][C:13]([C:10]2[CH:11]=[CH:12][C:7]([C@H:5]3[CH2:4][C@@H:3]([OH:2])[CH2:6]3)=[CH:8][CH:9]=2)=[CH:14][C:15]1=[O:37]. The catalyst class is: 12. (10) Reactant: [O:1]1[CH:5]=[CH:4][C:3]([C:6]2[CH:17]=[C:16]([CH3:18])[CH:15]=[C:14]([CH3:19])[C:7]=2[O:8][CH2:9][C:10](OC)=[O:11])=[CH:2]1.O.[NH2:21][NH2:22]. The catalyst class is: 14. Product: [O:1]1[CH:5]=[CH:4][C:3]([C:6]2[CH:17]=[C:16]([CH3:18])[CH:15]=[C:14]([CH3:19])[C:7]=2[O:8][CH2:9][C:10]([NH:21][NH2:22])=[O:11])=[CH:2]1.